Task: Predict the reactants needed to synthesize the given product.. Dataset: Full USPTO retrosynthesis dataset with 1.9M reactions from patents (1976-2016) (1) Given the product [ClH:31].[CH2:1]([O:3][P:4]([CH2:9][C:10]1[CH:15]=[CH:14][C:13]([NH2:16])=[CH:12][N:11]=1)(=[O:8])[O:5][CH2:6][CH3:7])[CH3:2], predict the reactants needed to synthesize it. The reactants are: [CH2:1]([O:3][P:4]([CH2:9][C:10]1[CH:15]=[CH:14][C:13]([N:16](C(OC(C)(C)C)=O)C(OC(C)(C)C)=O)=[CH:12][N:11]=1)(=[O:8])[O:5][CH2:6][CH3:7])[CH3:2].[ClH:31]. (2) Given the product [C:33]([S:32][C:31]1[C:30]2[C:25](=[CH:26][CH:27]=[C:28]([O:37][CH2:38][C:39]3[CH:44]=[CH:43][CH:42]=[CH:41][N:40]=3)[CH:29]=2)[N:24]([CH3:45])[C:23]=1[CH:5]([CH2:6][C:7]1[CH:8]=[CH:9][C:10]([C:13]2[CH:18]=[CH:17][C:16]([C:19]([F:20])([F:22])[F:21])=[CH:15][N:14]=2)=[CH:11][CH:12]=1)[C:4]([OH:46])=[O:3])([CH3:36])([CH3:34])[CH3:35], predict the reactants needed to synthesize it. The reactants are: C([O:3][C:4](=[O:46])[CH:5]([C:23]1[N:24]([CH3:45])[C:25]2[C:30]([C:31]=1[S:32][C:33]([CH3:36])([CH3:35])[CH3:34])=[CH:29][C:28]([O:37][CH2:38][C:39]1[CH:44]=[CH:43][CH:42]=[CH:41][N:40]=1)=[CH:27][CH:26]=2)[CH2:6][C:7]1[CH:12]=[CH:11][C:10]([C:13]2[CH:18]=[CH:17][C:16]([C:19]([F:22])([F:21])[F:20])=[CH:15][N:14]=2)=[CH:9][CH:8]=1)C.O1CCOCC1.[Li+].[OH-].Cl.